Dataset: Forward reaction prediction with 1.9M reactions from USPTO patents (1976-2016). Task: Predict the product of the given reaction. (1) The product is: [C:1]([O:4][C:5]1[CH:10]=[CH:9][C:8]([C:11](=[O:12])[NH:28][C:26]2[S:27][C:23]([S:22][CH3:21])=[CH:24][N:25]=2)=[CH:7][CH:6]=1)(=[O:3])[CH3:2]. Given the reactants [C:1]([O:4][C:5]1[CH:10]=[CH:9][C:8]([C:11](Cl)=[O:12])=[CH:7][CH:6]=1)(=[O:3])[CH3:2].C(N(CC)CC)C.[CH3:21][S:22][C:23]1[S:27][C:26]([NH2:28])=[N:25][CH:24]=1, predict the reaction product. (2) Given the reactants [OH:1][C:2]1[CH:6]=[C:5]([C:7]([O:9][CH3:10])=[O:8])[N:4]([CH3:11])[N:3]=1.[CH2:12](Br)[C:13]1[CH:18]=[CH:17][CH:16]=[CH:15][CH:14]=1.C(=O)([O-])[O-].[K+].[K+].Cl, predict the reaction product. The product is: [CH2:12]([O:1][C:2]1[CH:6]=[C:5]([C:7]([O:9][CH3:10])=[O:8])[N:4]([CH3:11])[N:3]=1)[C:13]1[CH:18]=[CH:17][CH:16]=[CH:15][CH:14]=1. (3) Given the reactants [SH:1][CH2:2][CH2:3][CH2:4][Si:5]([CH3:10])([CH3:9])[O:6][CH2:7][CH3:8].C(N(CC)CC)C.[C:18](Cl)(=[O:26])[CH2:19][CH2:20][CH2:21][CH2:22][CH2:23][CH2:24][CH3:25], predict the reaction product. The product is: [C:18]([S:1][CH2:2][CH2:3][CH2:4][Si:5]([O:6][CH2:7][CH3:8])([CH3:10])[CH3:9])(=[O:26])[CH2:19][CH2:20][CH2:21][CH2:22][CH2:23][CH2:24][CH3:25]. (4) The product is: [CH3:37][N:34]1[CH2:33][CH2:32][N:31]([C:27]2[N:26]3[CH:38]=[C:23]([CH2:22][N:11]([CH2:9][C:6]4[CH:5]=[CH:4][N:39]=[CH:8][CH:7]=4)[C@@H:12]4[C:21]5[N:20]=[CH:19][CH:18]=[CH:17][C:16]=5[CH2:15][CH2:14][CH2:13]4)[N:24]=[C:25]3[CH:30]=[CH:29][CH:28]=2)[CH2:36][CH2:35]1. Given the reactants COC1[CH:8]=[CH:7][C:6]([C@@H:9]([N:11]([CH2:22][C:23]2[N:24]=[C:25]3[CH:30]=[CH:29][CH:28]=[C:27]([N:31]4[CH2:36][CH2:35][N:34]([CH3:37])[CH2:33][CH2:32]4)[N:26]3[CH:38]=2)[C@@H:12]2[C:21]3[N:20]=[CH:19][CH:18]=[CH:17][C:16]=3[CH2:15][CH2:14][CH2:13]2)C)=[CH:5][CH:4]=1.[N:39]1C=CC(C=O)=CC=1, predict the reaction product.